Dataset: Peptide-MHC class II binding affinity with 134,281 pairs from IEDB. Task: Regression. Given a peptide amino acid sequence and an MHC pseudo amino acid sequence, predict their binding affinity value. This is MHC class II binding data. (1) The peptide sequence is GELQIVDKVDAAFKI. The MHC is DRB5_0101 with pseudo-sequence DRB5_0101. The binding affinity (normalized) is 0.725. (2) The peptide sequence is LNFTGPCKGDSVTIK. The MHC is HLA-DQA10101-DQB10501 with pseudo-sequence HLA-DQA10101-DQB10501. The binding affinity (normalized) is 0. (3) The peptide sequence is EKKYFKATQFEPLAA. The MHC is HLA-DPA10201-DPB10501 with pseudo-sequence HLA-DPA10201-DPB10501. The binding affinity (normalized) is 0.860.